From a dataset of Full USPTO retrosynthesis dataset with 1.9M reactions from patents (1976-2016). Predict the reactants needed to synthesize the given product. (1) Given the product [CH2:16]([O:18][C:19]([C@@H:21]1[CH2:23][C@H:22]1[CH2:24][OH:25])=[O:20])[CH3:17], predict the reactants needed to synthesize it. The reactants are: C(OC(Cl)=O)C(C)C.CN1CCOCC1.[CH2:16]([O:18][C:19]([C@@H:21]1[CH2:23][C@H:22]1[C:24](O)=[O:25])=[O:20])[CH3:17].[BH4-].[Na+]. (2) Given the product [CH3:1][N:2]1[CH2:24][CH2:23][C:5]2[N:6]([CH2:14][CH:15]([O:16][C:29](=[O:30])[N:28]([CH3:32])[CH3:27])[C:17]3[CH:18]=[CH:19][N:20]=[CH:21][CH:22]=3)[C:7]3[CH:8]=[CH:9][C:10]([CH3:13])=[CH:11][C:12]=3[C:4]=2[CH2:3]1, predict the reactants needed to synthesize it. The reactants are: [CH3:1][N:2]1[CH2:24][CH2:23][C:5]2[N:6]([CH2:14][CH:15]([C:17]3[CH:22]=[CH:21][N:20]=[CH:19][CH:18]=3)[OH:16])[C:7]3[CH:8]=[CH:9][C:10]([CH3:13])=[CH:11][C:12]=3[C:4]=2[CH2:3]1.[H-].[Na+].[CH3:27][N:28]([CH3:32])[C:29](Cl)=[O:30]. (3) Given the product [C:39]([O:43][C:37](=[O:22])[NH:34][C:10]1[CH:9]=[N:8][N:7]([C:2]2[CH:3]=[CH:4][CH:5]=[CH:6][N:1]=2)[CH:11]=1)([CH3:42])([CH3:41])[CH3:40], predict the reactants needed to synthesize it. The reactants are: [N:1]1[CH:6]=[CH:5][CH:4]=[CH:3][C:2]=1[N:7]1[CH:11]=[C:10](C(O)=O)[CH:9]=[N:8]1.C1(P(N=[N+]=[N-])(C2C=CC=CC=2)=[O:22])C=CC=CC=1.C([N:34]([CH2:37]C)CC)C.[C:39]([OH:43])([CH3:42])([CH3:41])[CH3:40]. (4) Given the product [CH:27]([C:24]1[O:23][C:22]([C:18]2([CH3:21])[CH2:19][CH2:20][NH:15][CH2:16][CH2:17]2)=[N:26][N:25]=1)([CH3:29])[CH3:28], predict the reactants needed to synthesize it. The reactants are: Cl.O1CCOCC1.C(OC([N:15]1[CH2:20][CH2:19][C:18]([C:22]2[O:23][C:24]([CH:27]([CH3:29])[CH3:28])=[N:25][N:26]=2)([CH3:21])[CH2:17][CH2:16]1)=O)(C)(C)C. (5) Given the product [CH2:1]([O:8][C:9]1[N:13]([CH:14]([CH3:15])[CH3:16])[N:12]=[C:11]([CH2:17][OH:18])[CH:10]=1)[C:2]1[CH:7]=[CH:6][CH:5]=[CH:4][CH:3]=1, predict the reactants needed to synthesize it. The reactants are: [CH2:1]([O:8][C:9]1[N:13]([CH:14]([CH3:16])[CH3:15])[N:12]=[C:11]([C:17](OC)=[O:18])[CH:10]=1)[C:2]1[CH:7]=[CH:6][CH:5]=[CH:4][CH:3]=1.[H-].[Al+3].[Li+].[H-].[H-].[H-].C(O)C.O.